Dataset: Experimentally validated miRNA-target interactions with 360,000+ pairs, plus equal number of negative samples. Task: Binary Classification. Given a miRNA mature sequence and a target amino acid sequence, predict their likelihood of interaction. (1) The miRNA is hsa-miR-5688 with sequence UAACAAACACCUGUAAAACAGC. The protein sequence of the target gene is MPLYSVTVKWGKEKFEGVELNTDEPPMVFKAQLFALTGVQPARQKVMVKGGTLKDDDWGNIKIKNGMTLLMMGSADALPEEPSAKTVFVEDMTEEQLASAMELPCGLTNLGNTCYMNATVQCIRSVPELKDALKRYAGALRASGEMASAQYITAALRDLFDSMDKTSSSIPPIILLQFLHMAFPQFAEKGEQGQYLQQDANECWIQMMRVLQQKLEAIEDDSVKETDSSSASAATPSKKKSLIDQFFGVEFETTMKCTESEEEEVTKGKENQLQLSCFINQEVKYLFTGLKLRLQEEITK.... Result: 0 (no interaction). (2) The miRNA is mmu-miR-409-3p with sequence GAAUGUUGCUCGGUGAACCCCU. The protein sequence of the target gene is MSAEVPEAASAEEQKEMEDKVTSPEKAEEAKLKARYPHLGQKPGGSDFLRKRLQKGQKYFDSGDYNMAKAKMKNKQLPAAAPDKTEVTGDHIPTPQDLPQRKPSLVASKLAG. Result: 0 (no interaction). (3) Result: 0 (no interaction). The miRNA is dme-miR-318-3p with sequence UCACUGGGCUUUGUUUAUCUCA. The protein sequence of the target gene is MVLWGPVLGALLVVIAGYLCLPGMLRQRRPWEPPLDKGTVPWLGHAMAFRKNMFEFLKRMRTKHGDVFTVQLGGQYFTFVMDPLSFGSILKDTQRKLDFGQYAKKLVLKVFGYRSVQGDHEMIHSASTKHLRGDGLKDLNETMLDSLSFVMLTSKGWSLDASCWHEDSLFRFCYYILFTAGYLSLFGYTKDKEQDLLQAGELFMEFRKFDLLFPRFVYSLLWPREWLEVGRLQRLFHKMLSVSHSQEKEGISNWLGNMLQFLREQGVPSAMQDKFNFMMLWASQGNTGPTSFWALLYLLK.... (4) The miRNA is hsa-miR-34c-5p with sequence AGGCAGUGUAGUUAGCUGAUUGC. The protein sequence of the target gene is MAASGSFPLLVEGSWGPDPPKNLINKLQVYFQSRKKSGGGECEVVPEPGNPARFRVLFSPEDVRQNVLERGNHELVWQEKGTFKLTVLMPTDPEEASASKKSRKESPEEESKTKEDAVKQGDLDITHSPSSGSEKTEDVPKECENISSMVAFENLPEKVSEMVLTILVENISGLPSDDFKVEVNRDFAVAVVTFQKPIDIKKFIVDCISHRSNQQLQLAPRLLETTNVVRVENLPPGVDEYQLQLFFENPFNGGGRVARVECFPEESSALVEFCDSKVLDTVMAKTHSYNKMPLSVFPYY.... Result: 0 (no interaction). (5) The miRNA is mmu-miR-694 with sequence CUGAAAAUGUUGCCUGAAG. The protein sequence of the target gene is MDLVLSAADYYFFTPYVYPATWPEDNIIRQTISLLIVTNLGAYILYFFCATLSYYFVYDHSLMKHPQFLKNQVSREIVFTVKSLPWISIPTVSLFLLELRGYSKLYDDIGDFPNGWIHLMVSVVSFLFFTDMLIYWIHRGLHHRLVYKRIHKPHHIWKIPTPFASHAFHPVDGFLQSLPYHIYPFVFPLHKVVYLGLYVLVNVWTISIHDGDFRVPQILRPFINGSAHHTDHHMFFDYNYGQYFTLWDRIGGSFKHPSSFEGKGPHSYVKNMTEKESNSFAENGCKGKKVGNGEFTKNK. Result: 1 (interaction). (6) The miRNA is hsa-miR-631 with sequence AGACCUGGCCCAGACCUCAGC. The protein sequence of the target gene is MTGYTPDEKLRLQQLRELRRRWLKDQELSPREPVLPPQKMGPMEKFWNKFLENKSPWRKMVHGVYKKSIFVFTHVLVPVWIIHYYMKYHVSEKPYGIVEKKSRIFPGDTILETGEVIPPMKEFPDQHH. Result: 0 (no interaction).